Dataset: Forward reaction prediction with 1.9M reactions from USPTO patents (1976-2016). Task: Predict the product of the given reaction. Given the reactants [N+:1]([C:4]1[C:5]([CH:14]=O)=[CH:6][C:7]2[C:12]([CH:13]=1)=[CH:11][CH:10]=[CH:9][CH:8]=2)([O-])=O.[C:16]([CH2:20][C:21]([O:23]C)=[O:22])(=O)[CH2:17][CH3:18].Cl[Sn]Cl.C([O-])([O-])=O.[K+].[K+].[Li+].[OH-], predict the reaction product. The product is: [CH2:17]([C:16]1[C:20]([C:21]([OH:23])=[O:22])=[CH:14][C:5]2[C:4](=[CH:13][C:12]3[CH:11]=[CH:10][CH:9]=[CH:8][C:7]=3[CH:6]=2)[N:1]=1)[CH3:18].